This data is from Reaction yield outcomes from USPTO patents with 853,638 reactions. The task is: Predict the reaction yield, written as a fraction of the theoretical maximum amount of product (1.0 means a 100% yield; for example, 0.34 means a 34% yield). (1) The reactants are [CH:1](=O)[C:2]1[CH:7]=[CH:6][CH:5]=[CH:4][CH:3]=1.[C:9]1(=[O:15])[CH2:14][CH2:13][CH2:12][CH2:11][CH2:10]1.[OH-].[Na+].O. The catalyst is C(O)C. The product is [CH:1](=[C:10]1[CH2:11][CH2:12][CH2:13][C:14](=[CH:1][C:2]2[CH:7]=[CH:6][CH:5]=[CH:4][CH:3]=2)[C:9]1=[O:15])[C:2]1[CH:7]=[CH:6][CH:5]=[CH:4][CH:3]=1. The yield is 0.730. (2) The reactants are Cl[C:2]1[C:3](=[O:15])[N:4](C2CCCCO2)[N:5]=[CH:6][C:7]=1Cl.[C:16]1([C:23]2[CH:28]=[CH:27][CH:26]=[CH:25][CH:24]=2)[C:17]([OH:22])=[CH:18][CH:19]=[CH:20][CH:21]=1.C[O:30][C:31](=[O:40])[CH:32](Br)[CH2:33][CH:34]1[CH2:38][CH2:37][CH2:36][CH2:35]1. No catalyst specified. The product is [C:16]1([C:23]2[CH:24]=[CH:25][CH:26]=[CH:27][CH:28]=2)[CH:21]=[CH:20][CH:19]=[CH:18][C:17]=1[O:22][C:7]1[CH:6]=[N:5][N:4]([CH:32]([CH2:33][CH:34]2[CH2:38][CH2:37][CH2:36][CH2:35]2)[C:31]([OH:30])=[O:40])[C:3](=[O:15])[CH:2]=1. The yield is 0.750. (3) The reactants are Br[C:2]1[C:3]([CH2:11][OH:12])=[CH:4][C:5]2[O:9][CH2:8][O:7][C:6]=2[CH:10]=1.[Li]CCCC.[CH2:18]([N:23]1[C:31]2[C:26](=[CH:27][CH:28]=[CH:29][CH:30]=2)[C:25](=[O:32])[C:24]1=[O:33])[CH2:19][CH2:20][CH2:21][CH3:22]. The catalyst is C1COCC1. The product is [OH:32][C:25]1([C:2]2[C:3]([CH2:11][OH:12])=[CH:4][C:5]3[O:9][CH2:8][O:7][C:6]=3[CH:10]=2)[C:26]2[C:31](=[CH:30][CH:29]=[CH:28][CH:27]=2)[N:23]([CH2:18][CH2:19][CH2:20][CH2:21][CH3:22])[C:24]1=[O:33]. The yield is 0.250. (4) The reactants are [F:1][C:2]1[CH:3]=[CH:4][C:5]([O:10][C:11]2[CH:20]=[CH:19][C:14]3[C:15]([CH3:18])=[N:16][O:17][C:13]=3[CH:12]=2)=[C:6]([CH:9]=1)[CH2:7][NH2:8].FC(F)(F)C[O:24][C:25](=O)[NH:26][C:27]1[N:28]([C:36]2[CH:41]=[CH:40][C:39]([CH3:42])=[CH:38][CH:37]=2)[N:29]=[C:30]([C:32]([CH3:35])([CH3:34])[CH3:33])[CH:31]=1.C(N(C(C)C)CC)(C)C. The catalyst is CN(C=O)C. The product is [C:32]([C:30]1[CH:31]=[C:27]([NH:26][C:25]([NH:8][CH2:7][C:6]2[CH:9]=[C:2]([F:1])[CH:3]=[CH:4][C:5]=2[O:10][C:11]2[CH:20]=[CH:19][C:14]3[C:15]([CH3:18])=[N:16][O:17][C:13]=3[CH:12]=2)=[O:24])[N:28]([C:36]2[CH:41]=[CH:40][C:39]([CH3:42])=[CH:38][CH:37]=2)[N:29]=1)([CH3:35])([CH3:33])[CH3:34]. The yield is 0.770. (5) The reactants are [CH3:1][C:2]([O:45][CH2:46][C@H:47]1C[O:48]1)([CH3:44])[CH2:3][N:4]1[CH:8]=[CH:7][C:6]([NH:9][C:10]([CH:12]2[CH:16]([C:17]3[CH:22]=[CH:21][CH:20]=[C:19]([Cl:23])[C:18]=3[F:24])[C:15]([C:27]3[CH:32]=[CH:31][C:30]([Cl:33])=[CH:29][C:28]=3[F:34])([C:25]#[N:26])[CH:14]([CH2:35][C:36]([CH3:39])([CH3:38])[CH3:37])[N:13]2[CH2:40][CH:41]2[CH2:43][CH2:42]2)=[O:11])=[N:5]1.[CH3:50][NH:51][CH3:52].[CH3:53]C(O)C. The catalyst is C1COCC1. The product is [CH3:50][N:51]([CH3:53])[CH2:52][C@@H:47]([OH:48])[CH2:46][O:45][C:2]([CH3:44])([CH3:1])[CH2:3][N:4]1[CH:8]=[CH:7][C:6]([NH:9][C:10]([CH:12]2[CH:16]([C:17]3[CH:22]=[CH:21][CH:20]=[C:19]([Cl:23])[C:18]=3[F:24])[C:15]([C:27]3[CH:32]=[CH:31][C:30]([Cl:33])=[CH:29][C:28]=3[F:34])([C:25]#[N:26])[CH:14]([CH2:35][C:36]([CH3:39])([CH3:38])[CH3:37])[N:13]2[CH2:40][CH:41]2[CH2:43][CH2:42]2)=[O:11])=[N:5]1. The yield is 0.227.